From a dataset of Catalyst prediction with 721,799 reactions and 888 catalyst types from USPTO. Predict which catalyst facilitates the given reaction. Product: [CH3:1][C:2]1[O:3][C:4]2[CH2:10][CH:9]([CH:11]=[O:12])[CH2:8][CH2:7][C:5]=2[N:6]=1. Reactant: [CH3:1][C:2]1[O:3][C:4]2[CH2:10][CH:9]([CH2:11][OH:12])[CH2:8][CH2:7][C:5]=2[N:6]=1.C1C=C[NH+]=CC=1.[O-][Cr](Cl)(=O)=O. The catalyst class is: 2.